Dataset: Peptide-MHC class I binding affinity with 185,985 pairs from IEDB/IMGT. Task: Regression. Given a peptide amino acid sequence and an MHC pseudo amino acid sequence, predict their binding affinity value. This is MHC class I binding data. The binding affinity (normalized) is 0.0847. The MHC is HLA-B27:05 with pseudo-sequence HLA-B27:05. The peptide sequence is WTDLYTSMS.